Dataset: NCI-60 drug combinations with 297,098 pairs across 59 cell lines. Task: Regression. Given two drug SMILES strings and cell line genomic features, predict the synergy score measuring deviation from expected non-interaction effect. (1) Drug 1: C1=NC2=C(N=C(N=C2N1C3C(C(C(O3)CO)O)F)Cl)N. Drug 2: CC1=C(C(=O)C2=C(C1=O)N3CC4C(C3(C2COC(=O)N)OC)N4)N. Cell line: UACC62. Synergy scores: CSS=28.1, Synergy_ZIP=0.386, Synergy_Bliss=0.521, Synergy_Loewe=-3.99, Synergy_HSA=1.57. (2) Drug 1: CCC1=CC2CC(C3=C(CN(C2)C1)C4=CC=CC=C4N3)(C5=C(C=C6C(=C5)C78CCN9C7C(C=CC9)(C(C(C8N6C)(C(=O)OC)O)OC(=O)C)CC)OC)C(=O)OC.C(C(C(=O)O)O)(C(=O)O)O. Drug 2: CCC1(CC2CC(C3=C(CCN(C2)C1)C4=CC=CC=C4N3)(C5=C(C=C6C(=C5)C78CCN9C7C(C=CC9)(C(C(C8N6C)(C(=O)OC)O)OC(=O)C)CC)OC)C(=O)OC)O.OS(=O)(=O)O. Cell line: U251. Synergy scores: CSS=33.4, Synergy_ZIP=-2.36, Synergy_Bliss=-4.09, Synergy_Loewe=-2.16, Synergy_HSA=-1.87. (3) Drug 1: CC(C)NC(=O)C1=CC=C(C=C1)CNNC.Cl. Drug 2: C1C(C(OC1N2C=NC3=C2NC=NCC3O)CO)O. Cell line: K-562. Synergy scores: CSS=13.1, Synergy_ZIP=11.9, Synergy_Bliss=12.6, Synergy_Loewe=4.08, Synergy_HSA=4.07. (4) Drug 1: CC1=C(C(CCC1)(C)C)C=CC(=CC=CC(=CC(=O)O)C)C. Drug 2: CC1C(C(CC(O1)OC2CC(OC(C2O)C)OC3=CC4=CC5=C(C(=O)C(C(C5)C(C(=O)C(C(C)O)O)OC)OC6CC(C(C(O6)C)O)OC7CC(C(C(O7)C)O)OC8CC(C(C(O8)C)O)(C)O)C(=C4C(=C3C)O)O)O)O. Cell line: UO-31. Synergy scores: CSS=22.5, Synergy_ZIP=1.02, Synergy_Bliss=1.25, Synergy_Loewe=-38.5, Synergy_HSA=0.577. (5) Drug 1: CC1C(C(CC(O1)OC2CC(OC(C2O)C)OC3=CC4=CC5=C(C(=O)C(C(C5)C(C(=O)C(C(C)O)O)OC)OC6CC(C(C(O6)C)O)OC7CC(C(C(O7)C)O)OC8CC(C(C(O8)C)O)(C)O)C(=C4C(=C3C)O)O)O)O. Synergy scores: CSS=33.6, Synergy_ZIP=1.79, Synergy_Bliss=2.72, Synergy_Loewe=-8.43, Synergy_HSA=2.77. Cell line: HCT-15. Drug 2: CC1C(C(CC(O1)OC2CC(CC3=C2C(=C4C(=C3O)C(=O)C5=CC=CC=C5C4=O)O)(C(=O)C)O)N)O. (6) Drug 1: CC12CCC3C(C1CCC2=O)CC(=C)C4=CC(=O)C=CC34C. Drug 2: CC(CN1CC(=O)NC(=O)C1)N2CC(=O)NC(=O)C2. Cell line: NCI/ADR-RES. Synergy scores: CSS=33.1, Synergy_ZIP=1.44, Synergy_Bliss=6.34, Synergy_Loewe=-21.0, Synergy_HSA=6.21.